From a dataset of Catalyst prediction with 721,799 reactions and 888 catalyst types from USPTO. Predict which catalyst facilitates the given reaction. (1) Reactant: [NH:1]1[CH2:4][CH:3]([NH:5][C:6]([N:8]2[CH2:13][CH2:12][N:11]3[N:14]=[C:15]([C:20]4[CH:25]=[CH:24][C:23]([F:26])=[C:22]([Cl:27])[CH:21]=4)[C:16]([C:17]([NH2:19])=[O:18])=[C:10]3[CH2:9]2)=[O:7])[CH2:2]1.CCN(C(C)C)C(C)C.FC(F)(F)S(O[CH2:43][C:44]([F:47])([F:46])[F:45])(=O)=O. Product: [Cl:27][C:22]1[CH:21]=[C:20]([C:15]2[C:16]([C:17]([NH2:19])=[O:18])=[C:10]3[CH2:9][N:8]([C:6]([NH:5][CH:3]4[CH2:2][N:1]([CH2:43][C:44]([F:47])([F:46])[F:45])[CH2:4]4)=[O:7])[CH2:13][CH2:12][N:11]3[N:14]=2)[CH:25]=[CH:24][C:23]=1[F:26]. The catalyst class is: 1. (2) Reactant: [Cl:1][C:2]1[CH:3]=[C:4]([N:24]([C@H:27]2[CH2:32][CH2:31][C@H:30]([N:33]([CH3:35])[CH3:34])[CH2:29][CH2:28]2)[CH2:25][CH3:26])[C:5]([CH3:23])=[C:6]([CH:22]=1)[C:7]([NH:9][CH2:10][C:11]1[C:12]([CH:19]([CH3:21])[CH3:20])=[N:13][N:14]([CH3:18])[C:15]=1[O:16]C)=[O:8]. Product: [Cl:1][C:2]1[CH:3]=[C:4]([N:24]([C@H:27]2[CH2:28][CH2:29][C@H:30]([N:33]([CH3:34])[CH3:35])[CH2:31][CH2:32]2)[CH2:25][CH3:26])[C:5]([CH3:23])=[C:6]([CH:22]=1)[C:7]([NH:9][CH2:10][C:11]1[C:15](=[O:16])[N:14]([CH3:18])[NH:13][C:12]=1[CH:19]([CH3:21])[CH3:20])=[O:8]. The catalyst class is: 33. (3) Reactant: [F:1][C:2]1[CH:7]=[C:6]([F:8])[CH:5]=[C:4]([F:9])[C:3]=1[OH:10].C(=O)([O-])[O-].[K+].[K+].F[C:18]1[N:27]=[CH:26][CH:25]=[C:24]([CH:28]=[CH2:29])[C:19]=1[C:20]([O:22][CH3:23])=[O:21]. Product: [F:1][C:2]1[CH:7]=[C:6]([F:8])[CH:5]=[C:4]([F:9])[C:3]=1[O:10][C:18]1[N:27]=[CH:26][CH:25]=[C:24]([CH:28]=[CH2:29])[C:19]=1[C:20]([O:22][CH3:23])=[O:21]. The catalyst class is: 384.